From a dataset of Reaction yield outcomes from USPTO patents with 853,638 reactions. Predict the reaction yield, written as a fraction of the theoretical maximum amount of product (1.0 means a 100% yield; for example, 0.34 means a 34% yield). The reactants are [CH3:1][O-].[Na+].C=O.[NH2:6][C:7]1[CH:16]=[CH:15][C:10]([C:11]([O:13][CH3:14])=[O:12])=[C:9]([O:17][CH3:18])[CH:8]=1.[BH4-].[Na+]. The catalyst is CO. The product is [CH3:14][O:13][C:11](=[O:12])[C:10]1[CH:15]=[CH:16][C:7]([NH:6][CH3:1])=[CH:8][C:9]=1[O:17][CH3:18]. The yield is 0.520.